From a dataset of Full USPTO retrosynthesis dataset with 1.9M reactions from patents (1976-2016). Predict the reactants needed to synthesize the given product. Given the product [C:1]([N:4]1[C:8]2=[N:9][C:10]3[N:11]([CH3:29])[C:12](=[O:28])[N:13]([CH2:17][CH2:18][CH2:19][CH2:20][C@H:21]([N:30]=[N+:31]=[N-:32])[CH3:22])[C:14](=[O:16])[C:15]=3[N:7]2[CH2:6][CH2:5]1)(=[O:3])[CH3:2], predict the reactants needed to synthesize it. The reactants are: [C:1]([N:4]1[C:8]2=[N:9][C:10]3[N:11]([CH3:29])[C:12](=[O:28])[N:13]([CH2:17][CH2:18][CH2:19][CH2:20][C@@H:21](OS(C)(=O)=O)[CH3:22])[C:14](=[O:16])[C:15]=3[N:7]2[CH2:6][CH2:5]1)(=[O:3])[CH3:2].[N-:30]=[N+:31]=[N-:32].[Na+].O.